This data is from Reaction yield outcomes from USPTO patents with 853,638 reactions. The task is: Predict the reaction yield, written as a fraction of the theoretical maximum amount of product (1.0 means a 100% yield; for example, 0.34 means a 34% yield). (1) The reactants are [Cl:1][C:2]1[CH:3]=[C:4]([NH:19][S:20]([C:23]2[CH:24]=[N:25][C:26]([Cl:29])=[CH:27][CH:28]=2)(=[O:22])=[O:21])[CH:5]=[CH:6][C:7]=1[S:8][C:9]1[CH:18]=[CH:17][C:16]2[C:11](=[CH:12][CH:13]=[CH:14][CH:15]=2)[CH:10]=1.ClC1C=C(C=CC=1)C(OO)=[O:35]. The catalyst is C(Cl)Cl.CCOC(C)=O. The product is [Cl:1][C:2]1[CH:3]=[C:4]([NH:19][S:20]([C:23]2[CH:24]=[N:25][C:26]([Cl:29])=[CH:27][CH:28]=2)(=[O:22])=[O:21])[CH:5]=[CH:6][C:7]=1[S:8]([C:9]1[CH:18]=[CH:17][C:16]2[C:11](=[CH:12][CH:13]=[CH:14][CH:15]=2)[CH:10]=1)=[O:35]. The yield is 0.300. (2) The reactants are [F:1][C:2]1[CH:7]=[CH:6][CH:5]=[C:4]([F:8])[C:3]=1[N:9]1[C:14]2[N:15]=[C:16](S(C)=O)[N:17]=[C:18]([C:19]3[CH:20]=[C:21]([CH:28]=[CH:29][C:30]=3[CH3:31])[C:22]([NH:24][CH2:25][CH2:26][CH3:27])=[O:23])[C:13]=2[CH2:12][NH:11][C:10]1=[O:35].[CH3:36][N:37]([CH3:43])[CH2:38][CH2:39][CH2:40][NH:41][CH3:42]. The catalyst is C(Cl)Cl. The product is [F:1][C:2]1[CH:7]=[CH:6][CH:5]=[C:4]([F:8])[C:3]=1[N:9]1[C:14]2[N:15]=[C:16]([N:41]([CH2:40][CH2:39][CH2:38][N:37]([CH3:43])[CH3:36])[CH3:42])[N:17]=[C:18]([C:19]3[CH:20]=[C:21]([CH:28]=[CH:29][C:30]=3[CH3:31])[C:22]([NH:24][CH2:25][CH2:26][CH3:27])=[O:23])[C:13]=2[CH2:12][NH:11][C:10]1=[O:35]. The yield is 0.720. (3) The reactants are [CH3:1][O:2][C:3]1[CH:4]=[C:5]2[C:10](=[CH:11][C:12]=1[O:13][CH3:14])[N:9]=[CH:8][N:7]=[C:6]2[S:15][C:16]1[CH:17]=[C:18]([CH:20]=[CH:21][CH:22]=1)[NH2:19].[C:23]([C:27]1[CH:31]=[C:30]([NH:32][C:33](=O)[O:34]C2C=CC=CC=2)[N:29]([C:42]2[CH:47]=[CH:46][C:45]([C:48]#[N:49])=[CH:44][CH:43]=2)[N:28]=1)([CH3:26])([CH3:25])[CH3:24]. The catalyst is C1COCC1.CN(C1C=CN=CC=1)C. The product is [C:23]([C:27]1[CH:31]=[C:30]([NH:32][C:33]([NH:19][C:18]2[CH:20]=[CH:21][CH:22]=[C:16]([S:15][C:6]3[C:5]4[C:10](=[CH:11][C:12]([O:13][CH3:14])=[C:3]([O:2][CH3:1])[CH:4]=4)[N:9]=[CH:8][N:7]=3)[CH:17]=2)=[O:34])[N:29]([C:42]2[CH:43]=[CH:44][C:45]([C:48]#[N:49])=[CH:46][CH:47]=2)[N:28]=1)([CH3:26])([CH3:24])[CH3:25]. The yield is 0.0400. (4) The reactants are [I:1][C:2]1[C:10]2[C:5](=[N:6][CH:7]=[N:8][C:9]=2[NH2:11])[NH:4][N:3]=1.O[C@H:13]1[CH2:18][CH2:17][CH2:16][N:15]([C:19]([O:21][C:22]([CH3:25])([CH3:24])[CH3:23])=[O:20])[CH2:14]1.C1(P(C2C=CC=CC=2)C2C=CC=CC=2)C=CC=CC=1.N(C(OC(C)C)=O)=NC(OC(C)C)=O. The catalyst is O1CCCC1. The product is [NH2:11][C:9]1[N:8]=[CH:7][N:6]=[C:5]2[N:4]([C@@H:17]3[CH2:18][CH2:13][CH2:14][N:15]([C:19]([O:21][C:22]([CH3:25])([CH3:24])[CH3:23])=[O:20])[CH2:16]3)[N:3]=[C:2]([I:1])[C:10]=12. The yield is 0.330. (5) The reactants are [CH3:1][O:2][C:3]1[CH:40]=[CH:39][C:6]([C:7]([CH:22]([OH:38])[C@H:23]2[S:27][C@@H:26]([N:28]3[CH:35]=[CH:34][C:32]([NH2:33])=[N:31][C:29]3=[O:30])[C@H:25]([OH:36])[C@@H:24]2[OH:37])([C:16]2[CH:21]=[CH:20][CH:19]=[CH:18][CH:17]=2)[C:8]2[CH:13]=[CH:12][C:11]([O:14][CH3:15])=[CH:10][CH:9]=2)=[CH:5][CH:4]=1.[C:41](O[C:41](=[O:48])[C:42]1[CH:47]=[CH:46][CH:45]=[CH:44][CH:43]=1)(=[O:48])[C:42]1[CH:47]=[CH:46][CH:45]=[CH:44][CH:43]=1. The catalyst is CN(C=O)C. The product is [C:41]([NH:33][C:32]1[CH:34]=[CH:35][N:28]([C@@H:26]2[S:27][C@H:23]([CH:22]([C:7]([C:16]3[CH:17]=[CH:18][CH:19]=[CH:20][CH:21]=3)([C:8]3[CH:9]=[CH:10][C:11]([O:14][CH3:15])=[CH:12][CH:13]=3)[C:6]3[CH:39]=[CH:40][C:3]([O:2][CH3:1])=[CH:4][CH:5]=3)[OH:38])[C@@H:24]([OH:37])[C@H:25]2[OH:36])[C:29](=[O:30])[N:31]=1)(=[O:48])[C:42]1[CH:47]=[CH:46][CH:45]=[CH:44][CH:43]=1. The yield is 0.850.